The task is: Predict the reaction yield, written as a fraction of the theoretical maximum amount of product (1.0 means a 100% yield; for example, 0.34 means a 34% yield).. This data is from Reaction yield outcomes from USPTO patents with 853,638 reactions. (1) The reactants are [C:1]([O:5][C:6](=[O:52])[C@@H:7]([NH:31][C:32](=[O:51])[NH:33][C@@H:34]([CH2:42][CH2:43][C:44]([O:46][C:47]([CH3:50])([CH3:49])[CH3:48])=[O:45])[C:35]([O:37][C:38]([CH3:41])([CH3:40])[CH3:39])=[O:36])[CH2:8][CH2:9][CH2:10][CH2:11][NH:12][C:13](=[O:30])[CH2:14][CH2:15][CH2:16][CH2:17][CH2:18][CH2:19][C:20](ON1C(=O)CCC1=O)=[O:21])([CH3:4])([CH3:3])[CH3:2].[NH2:53][C@@H:54]([CH2:58][CH2:59][CH2:60][CH2:61][N:62]([CH2:70][C:71]1[N:72]([CH3:76])[CH:73]=[CH:74][N:75]=1)[CH2:63][C:64]1[N:65]([CH3:69])[CH:66]=[CH:67][N:68]=1)[C:55]([OH:57])=[O:56].CCN(C(C)C)C(C)C. The catalyst is CN(C=O)C. The product is [CH3:69][N:65]1[CH:66]=[CH:67][N:68]=[C:64]1[CH2:63][N:62]([CH2:70][C:71]1[N:72]([CH3:76])[CH:73]=[CH:74][N:75]=1)[CH2:61][CH2:60][CH2:59][CH2:58][C@@H:54]([C:55]([OH:57])=[O:56])[NH:53][C:20](=[O:21])[CH2:19][CH2:18][CH2:17][CH2:16][CH2:15][CH2:14][C:13](=[O:30])[NH:12][CH2:11][CH2:10][CH2:9][CH2:8][C@@H:7]([C:6]([O:5][C:1]([CH3:4])([CH3:3])[CH3:2])=[O:52])[NH:31][C:32](=[O:51])[NH:33][C@H:34]([C:35]([O:37][C:38]([CH3:39])([CH3:40])[CH3:41])=[O:36])[CH2:42][CH2:43][C:44](=[O:45])[O:46][C:47]([CH3:49])([CH3:50])[CH3:48]. The yield is 0.180. (2) The reactants are Br[CH:2]([C:4]1[O:5][C:6]2[C:11]([C:12](=[O:21])[C:13]=1[C:14]1[CH:19]=[CH:18][CH:17]=[C:16]([F:20])[CH:15]=1)=[CH:10][CH:9]=[CH:8][CH:7]=2)[CH3:3].CS(C)=[O:24]. The catalyst is C(O)CCC. The product is [F:20][C:16]1[CH:15]=[C:14]([C:13]2[C:12](=[O:21])[C:11]3[C:6](=[CH:7][CH:8]=[CH:9][CH:10]=3)[O:5][C:4]=2[CH:2]([OH:24])[CH3:3])[CH:19]=[CH:18][CH:17]=1. The yield is 0.640. (3) The reactants are [C:1]([C:3]1[CH:4]=[C:5](B(O)O)[CH:6]=[CH:7][CH:8]=1)#[N:2].[CH:12]([C:15]1[CH:19]=[C:18]([C:20]([O:22][CH2:23][CH3:24])=[O:21])[NH:17][N:16]=1)([CH3:14])[CH3:13]. The catalyst is N1C=CC=CC=1.CC([O-])=O.CC([O-])=O.[Cu+2]. The product is [C:1]([C:3]1[CH:4]=[C:5]([N:17]2[C:18]([C:20]([O:22][CH2:23][CH3:24])=[O:21])=[CH:19][C:15]([CH:12]([CH3:13])[CH3:14])=[N:16]2)[CH:6]=[CH:7][CH:8]=1)#[N:2]. The yield is 0.420. (4) The reactants are Cl[C:2]1[N:11]=[C:10]([N:12]2[CH2:17][CH2:16][O:15][CH2:14][CH2:13]2)[C:9]2[C:4](=[CH:5][C:6]([C:18]3[CH:23]=[CH:22][CH:21]=[C:20]([S:24]([CH3:27])(=[O:26])=[O:25])[CH:19]=3)=[CH:7][CH:8]=2)[N:3]=1.[NH2:28][C:29]1[CH:34]=[CH:33][C:32](B2OC(C)(C)C(C)(C)O2)=[CH:31][N:30]=1.C(=O)([O-])[O-].[Cs+].[Cs+].CN(C=O)C. The catalyst is Cl[Pd](Cl)([P](C1C=CC=CC=1)(C1C=CC=CC=1)C1C=CC=CC=1)[P](C1C=CC=CC=1)(C1C=CC=CC=1)C1C=CC=CC=1.O. The product is [CH3:27][S:24]([C:20]1[CH:19]=[C:18]([C:6]2[CH:5]=[C:4]3[C:9]([C:10]([N:12]4[CH2:17][CH2:16][O:15][CH2:14][CH2:13]4)=[N:11][C:2]([C:32]4[CH:33]=[CH:34][C:29]([NH2:28])=[N:30][CH:31]=4)=[N:3]3)=[CH:8][CH:7]=2)[CH:23]=[CH:22][CH:21]=1)(=[O:26])=[O:25]. The yield is 0.740. (5) The reactants are [O-]P([O-])([O-])=O.[K+].[K+].[K+].[CH2:9]([NH2:16])[C:10]1[CH:15]=[CH:14][CH:13]=[CH:12][CH:11]=1.I[C:18]1[CH:28]=[CH:27][C:21]([C:22]([O:24][CH2:25][CH3:26])=[O:23])=[CH:20][CH:19]=1.C(O)CO. The catalyst is [Cu]I.CCCCCC.C(OCC)(=O)C.C(O)C. The product is [CH2:9]([NH:16][C:18]1[CH:28]=[CH:27][C:21]([C:22]([O:24][CH2:25][CH3:26])=[O:23])=[CH:20][CH:19]=1)[C:10]1[CH:15]=[CH:14][CH:13]=[CH:12][CH:11]=1. The yield is 0.500. (6) The yield is 0.330. The product is [CH3:3][O:4][C:5](=[O:18])[C:6]1[CH:11]=[CH:10][C:9]([OH:12])=[CH:8][C:7]=1[O:16][CH3:17]. The catalyst is C1COCC1.CO.O. The reactants are [OH-].[Na+].[CH3:3][O:4][C:5](=[O:18])[C:6]1[CH:11]=[CH:10][C:9]([O:12]C(=O)C)=[CH:8][C:7]=1[O:16][CH3:17].Cl.